This data is from Catalyst prediction with 721,799 reactions and 888 catalyst types from USPTO. The task is: Predict which catalyst facilitates the given reaction. Reactant: [Br:1][C:2]1[CH:3]=[N:4][N:5]([CH3:18])[C:6]=1[C:7]1[CH:12]=[C:11]([N+:13]([O-])=O)[CH:10]=[CH:9][C:8]=1[O:16][CH3:17].CCOC(C)=O.CCCCCC. Product: [Br:1][C:2]1[CH:3]=[N:4][N:5]([CH3:18])[C:6]=1[C:7]1[CH:12]=[C:11]([NH2:13])[CH:10]=[CH:9][C:8]=1[O:16][CH3:17]. The catalyst class is: 14.